From a dataset of Forward reaction prediction with 1.9M reactions from USPTO patents (1976-2016). Predict the product of the given reaction. (1) Given the reactants [CH3:1][C:2]1([CH3:33])[C:6]2[C:7]([O:12][C:13]3[N:18]=[CH:17][C:16]([NH:19][C:20]([C@H:22]([NH:25]C(=O)OC(C)(C)C)[CH2:23][CH3:24])=[O:21])=[CH:15][CH:14]=3)=[CH:8][CH:9]=[C:10]([CH3:11])[C:5]=2[O:4][CH2:3]1.Cl.C(O)(C)C.C([O-])(O)=O.[Na+], predict the reaction product. The product is: [NH2:25][C@H:22]([CH2:23][CH3:24])[C:20]([NH:19][C:16]1[CH:17]=[N:18][C:13]([O:12][C:7]2[C:6]3[C:2]([CH3:1])([CH3:33])[CH2:3][O:4][C:5]=3[C:10]([CH3:11])=[CH:9][CH:8]=2)=[CH:14][CH:15]=1)=[O:21]. (2) Given the reactants [NH2:1][C@@H:2]([CH2:5][CH:6]([C:9]1[CH:14]=[CH:13][C:12]([Cl:15])=[CH:11][CH:10]=1)[CH2:7][CH3:8])[CH2:3][OH:4].[N:16]#[C:17]Br, predict the reaction product. The product is: [Cl:15][C:12]1[CH:11]=[CH:10][C:9]([CH:6]([CH2:7][CH3:8])[CH2:5][C@H:2]2[CH2:3][O:4][C:17]([NH2:16])=[N:1]2)=[CH:14][CH:13]=1. (3) Given the reactants C([N:4]1[C:13]2[C:12]3=[N:14][C:15]([CH3:19])=[C:16]([CH2:17][OH:18])[N:11]3[CH:10]=[CH:9][C:8]=2[C@@H:7]([O:20][CH2:21][CH2:22][O:23][CH3:24])[C@H:6]([O:25]C(=O)C(C)(C)C)[C@H:5]1[C:32]1[CH:37]=[CH:36][CH:35]=[CH:34][CH:33]=1)(=O)C.C(=O)([O-])[O-].[K+].[K+], predict the reaction product. The product is: [OH:18][CH2:17][C:16]1[N:11]2[CH:10]=[CH:9][C:8]3[C@@H:7]([O:20][CH2:21][CH2:22][O:23][CH3:24])[C@H:6]([OH:25])[C@@H:5]([C:32]4[CH:37]=[CH:36][CH:35]=[CH:34][CH:33]=4)[NH:4][C:13]=3[C:12]2=[N:14][C:15]=1[CH3:19].